Dataset: Full USPTO retrosynthesis dataset with 1.9M reactions from patents (1976-2016). Task: Predict the reactants needed to synthesize the given product. (1) Given the product [NH2:18][C@H:17]1[CH2:16][C@H:15]2[C@H:13]([CH2:14]2)[C@H:12]1[N:3]1[C:4](=[O:11])[C:5]2[C:10](=[CH:9][CH:8]=[CH:7][CH:6]=2)[C:2]1=[O:1], predict the reactants needed to synthesize it. The reactants are: [O:1]=[C:2]1[C:10]2[C:5](=[CH:6][CH:7]=[CH:8][CH:9]=2)[C:4](=[O:11])[N:3]1[C@H:12]1[C@@H:17]([NH:18]C(=O)OCC2C=CC=CC=2)[CH2:16][C@H:15]2[C@@H:13]1[CH2:14]2.C[Si](I)(C)C. (2) Given the product [C:11]([O:10][C:8]([NH:7][CH:5]([CH3:6])[CH:4]=[O:15])=[O:9])([CH3:14])([CH3:13])[CH3:12], predict the reactants needed to synthesize it. The reactants are: CON(C)[C:4](=[O:15])[CH:5]([NH:7][C:8]([O:10][C:11]([CH3:14])([CH3:13])[CH3:12])=[O:9])[CH3:6].[H-].[Al+3].[Li+].[H-].[H-].[H-].[Cl-].[NH4+]. (3) Given the product [C:1]([C@H:4]1[C@@H:9]([NH:10][C:28](=[O:29])[CH2:27][NH:26][C:24](=[O:25])[C:23]2[CH:31]=[CH:32][CH:33]=[C:21]([C:20]([F:19])([F:35])[F:34])[CH:22]=2)[CH2:8][CH2:7][C@@H:6]([NH:11][C:12](=[O:18])[O:13][C:14]([CH3:17])([CH3:16])[CH3:15])[CH2:5]1)(=[O:3])[CH3:2], predict the reactants needed to synthesize it. The reactants are: [C:1]([C@H:4]1[C@@H:9]([NH2:10])[CH2:8][CH2:7][C@@H:6]([NH:11][C:12](=[O:18])[O:13][C:14]([CH3:17])([CH3:16])[CH3:15])[CH2:5]1)(=[O:3])[CH3:2].[F:19][C:20]([F:35])([F:34])[C:21]1[CH:22]=[C:23]([CH:31]=[CH:32][CH:33]=1)[C:24]([NH:26][CH2:27][C:28](O)=[O:29])=[O:25].CN1CCOCC1.F[P-](F)(F)(F)(F)F.N1(O[P+](N(C)C)(N(C)C)N(C)C)C2C=CC=CC=2N=N1. (4) Given the product [CH3:1][O:2][C:3]1[CH:12]=[C:11]2[C:6]([CH:7]=[CH:8][N:9]=[CH:10]2)=[CH:5][C:4]=1[O:27][C@@H:24]1[CH2:25][CH2:26][C@H:21]([NH2:20])[CH2:22][CH2:23]1, predict the reactants needed to synthesize it. The reactants are: [CH3:1][O:2][C:3]1[CH:12]=[C:11]2[C:6]([CH:7]=[CH:8][N:9]=[CH:10]2)=[CH:5][C:4]=1F.C(OC(=O)[NH:20][C@H:21]1[CH2:26][CH2:25][C@@H:24]([OH:27])[CH2:23][CH2:22]1)(C)(C)C. (5) Given the product [Cl:21][C:16]1[CH:17]=[CH:18][CH:19]=[CH:20][C:15]=1[S:12]([N:9]1[CH2:8][CH2:7][C:6]2([C:4](=[O:3])[N:40]([CH2:39][CH2:38][C:34]3[CH:35]=[CH:36][CH:37]=[C:32]([O:31][CH3:30])[CH:33]=3)[CH2:23][CH2:22]2)[CH2:11][CH2:10]1)(=[O:14])=[O:13], predict the reactants needed to synthesize it. The reactants are: C([O:3][C:4]([C:6]1([CH2:22][CH2:23]OC)[CH2:11][CH2:10][N:9]([S:12]([C:15]2[CH:20]=[CH:19][CH:18]=[CH:17][C:16]=2[Cl:21])(=[O:14])=[O:13])[CH2:8][CH2:7]1)=O)C.[Cl-].C[Al+]C.[CH3:30][O:31][C:32]1[CH:33]=[C:34]([CH2:38][CH2:39][NH2:40])[CH:35]=[CH:36][CH:37]=1. (6) Given the product [C:1]([O:5][C:6](=[O:34])[CH2:7][N:8]1[C:17](=[O:18])[C:16]([O:19][CH3:35])=[C:15]2[C:10]([CH2:11][CH2:12][N:13]([CH2:21][C:22]3[CH:27]=[CH:26][C:25]([F:28])=[C:24]([Cl:29])[CH:23]=3)[C:14]2=[O:20])=[C:9]1[C:30]([O:32][CH3:33])=[O:31])([CH3:4])([CH3:3])[CH3:2], predict the reactants needed to synthesize it. The reactants are: [C:1]([O:5][C:6](=[O:34])[CH2:7][N:8]1[C:17](=[O:18])[C:16]([OH:19])=[C:15]2[C:10]([CH2:11][CH2:12][N:13]([CH2:21][C:22]3[CH:27]=[CH:26][C:25]([F:28])=[C:24]([Cl:29])[CH:23]=3)[C:14]2=[O:20])=[C:9]1[C:30]([O:32][CH3:33])=[O:31])([CH3:4])([CH3:3])[CH3:2].[CH3:35][Si](C=[N+]=[N-])(C)C.CCCCCC. (7) Given the product [Si:1]([O:8][C@@H:9]1[C@@H:14]([O:15][C:31]2[CH:32]=[C:33]([CH:34]=[O:35])[CH:36]=[CH:37][C:38]=2[O:39][CH2:40][O:41][CH3:42])[C:13]([CH2:16][CH2:17][N:18]([CH3:29])[S:19]([C:22]2[CH:23]=[CH:24][C:25]([CH3:28])=[CH:26][CH:27]=2)(=[O:20])=[O:21])=[CH:12][CH2:11][CH2:10]1)([C:4]([CH3:5])([CH3:6])[CH3:7])([CH3:2])[CH3:3], predict the reactants needed to synthesize it. The reactants are: [Si:1]([O:8][C@@H:9]1[C@H:14]([OH:15])[C:13]([CH2:16][CH2:17][N:18]([CH3:29])[S:19]([C:22]2[CH:27]=[CH:26][C:25]([CH3:28])=[CH:24][CH:23]=2)(=[O:21])=[O:20])=[CH:12][CH2:11][CH2:10]1)([C:4]([CH3:7])([CH3:6])[CH3:5])([CH3:3])[CH3:2].O[C:31]1[CH:32]=[C:33]([CH:36]=[CH:37][C:38]=1[O:39][CH2:40][O:41][CH3:42])[CH:34]=[O:35].P(CCCC)(CCCC)CCCC.CN(C(/N=N/C(N(C)C)=O)=O)C. (8) Given the product [O:2]([C:9]1[CH:10]=[C:11]([CH2:12][NH:13][C:20](=[O:21])[C:19]2[CH:23]=[CH:24][C:25]([CH3:27])=[N:26][C:18]=2[NH2:17])[CH:14]=[CH:15][CH:16]=1)[C:3]1[CH:4]=[CH:5][CH:6]=[CH:7][CH:8]=1, predict the reactants needed to synthesize it. The reactants are: Cl.[O:2]([C:9]1[CH:10]=[C:11]([CH:14]=[CH:15][CH:16]=1)[CH2:12][NH2:13])[C:3]1[CH:8]=[CH:7][CH:6]=[CH:5][CH:4]=1.[NH2:17][C:18]1[N:26]=[C:25]([CH3:27])[CH:24]=[CH:23][C:19]=1[C:20](O)=[O:21].ON1C2C=CC=CC=2N=N1.CCN=C=NCCCN(C)C. (9) Given the product [Br:1][C:2]1[CH:3]=[C:4]([CH2:8][C:9]([O:11][CH3:17])=[O:10])[CH:5]=[N:6][CH:7]=1, predict the reactants needed to synthesize it. The reactants are: [Br:1][C:2]1[CH:3]=[C:4]([CH2:8][C:9]([OH:11])=[O:10])[CH:5]=[N:6][CH:7]=1.S(Cl)(Cl)=O.N1C=CC=C[CH:17]=1. (10) Given the product [Br:19][CH2:20][C:21]([C:8]1[CH:9]=[CH:10][C:5]([CH2:11][CH2:12][CH2:13][CH2:14][CH2:15][CH2:16][CH2:17][CH3:18])=[CH:6][CH:7]=1)=[O:22], predict the reactants needed to synthesize it. The reactants are: [Al+3].[Cl-].[Cl-].[Cl-].[C:5]1([CH2:11][CH2:12][CH2:13][CH2:14][CH2:15][CH2:16][CH2:17][CH3:18])[CH:10]=[CH:9][CH:8]=[CH:7][CH:6]=1.[Br:19][CH2:20][C:21](Br)=[O:22].